This data is from Reaction yield outcomes from USPTO patents with 853,638 reactions. The task is: Predict the reaction yield, written as a fraction of the theoretical maximum amount of product (1.0 means a 100% yield; for example, 0.34 means a 34% yield). (1) The reactants are [C:1]1([C:7]2[C:16]3[C:11](=[CH:12][CH:13]=[CH:14][CH:15]=3)[CH:10]=[CH:9][C:8]=2[OH:17])[CH:6]=[CH:5][CH:4]=[CH:3][CH:2]=1.C([Li])CCC.[Cl-:23].[Cl-:24].[Cl-].[CH3:26][C:27]1[C:31]([Ti+3:33])([CH3:32])[C:30]([CH3:34])=[C:29]([CH3:35])[C:28]=1[CH3:36]. The catalyst is C1(C)C=CC=CC=1. The product is [Cl:23][Ti:33]([Cl:24])([C:31]1([CH3:32])[C:27]([CH3:26])=[C:28]([CH3:36])[C:29]([CH3:35])=[C:30]1[CH3:34])[O:17][C:8]1[CH:9]=[CH:10][C:11]2[C:16](=[CH:15][CH:14]=[CH:13][CH:12]=2)[C:7]=1[C:1]1[CH:2]=[CH:3][CH:4]=[CH:5][CH:6]=1. The yield is 0.582. (2) The reactants are [CH3:1][O:2][C:3](=[O:15])[C:4]1[CH:9]=[CH:8][C:7]([C:10]([F:13])([F:12])[F:11])=[CH:6][C:5]=1Br.[CH:16]1(B(O)O)[CH2:18][CH2:17]1.O.P([O-])([O-])([O-])=O.[K+].[K+].[K+].C1(P(C2CCCCC2)C2CCCCC2)CCCCC1. The yield is 0.710. The product is [CH3:1][O:2][C:3](=[O:15])[C:4]1[CH:9]=[CH:8][C:7]([C:10]([F:13])([F:12])[F:11])=[CH:6][C:5]=1[CH:16]1[CH2:18][CH2:17]1. The catalyst is C1(C)C=CC=CC=1.O.C([O-])(=O)C.[Pd+2].C([O-])(=O)C. (3) The catalyst is C1COCC1. The reactants are [OH:1][C:2]1([CH:13]2[CH2:18][NH:17][CH2:16][CH2:15][NH:14]2)[CH2:5][N:4]([C:6]([O:8][C:9]([CH3:12])([CH3:11])[CH3:10])=[O:7])[CH2:3]1.C(N(CC)C(C)C)(C)C.[N+:28]([C:31]1[CH:36]=[CH:35][CH:34]=[CH:33][C:32]=1[S:37](Cl)(=[O:39])=[O:38])([O-:30])=[O:29]. The yield is 0.790. The product is [OH:1][C:2]1([CH:13]2[CH2:18][N:17]([S:37]([C:32]3[CH:33]=[CH:34][CH:35]=[CH:36][C:31]=3[N+:28]([O-:30])=[O:29])(=[O:38])=[O:39])[CH2:16][CH2:15][NH:14]2)[CH2:3][N:4]([C:6]([O:8][C:9]([CH3:12])([CH3:11])[CH3:10])=[O:7])[CH2:5]1.